The task is: Predict the reaction yield, written as a fraction of the theoretical maximum amount of product (1.0 means a 100% yield; for example, 0.34 means a 34% yield).. This data is from Reaction yield outcomes from USPTO patents with 853,638 reactions. The reactants are [CH2:1]([O:8][C:9]1[CH:14]=[CH:13][C:12]([NH:15][C:16]2[C:25]3[C:20](=[CH:21][CH:22]=[C:23]([C:26]4OC(C=O)=[CH:28][CH:27]=4)[CH:24]=3)[N:19]=[CH:18][N:17]=2)=[CH:11][C:10]=1[C:33]([F:36])([F:35])[F:34])[C:2]1[CH:7]=[CH:6][CH:5]=[CH:4][CH:3]=1.[CH3:37][S:38]([CH2:41][CH2:42][NH2:43])(=[O:40])=[O:39].[C:44]([OH:47])(=O)[CH3:45].C([BH3-])#N.[Na+]. The catalyst is ClCCl.C(OCC)(=O)C. The product is [F:36][C:33]([F:34])([F:35])[C:10]1[CH:11]=[C:12]([NH:15][C:16]2[C:25]3[C:20](=[CH:21][CH:22]=[C:23]([C:26]4[CH:27]=[CH:28][O:47][C:44]=4[CH2:45][NH:43][CH2:42][CH2:41][S:38]([CH3:37])(=[O:40])=[O:39])[CH:24]=3)[N:19]=[CH:18][N:17]=2)[CH:13]=[CH:14][C:9]=1[O:8][CH2:1][C:2]1[CH:3]=[CH:4][CH:5]=[CH:6][CH:7]=1. The yield is 0.430.